This data is from Catalyst prediction with 721,799 reactions and 888 catalyst types from USPTO. The task is: Predict which catalyst facilitates the given reaction. (1) Reactant: [C:1]1([C:7]2[CH:12]=[CH:11][N:10]3[N:13]=[N:14][C:15]([CH2:16][OH:17])=[C:9]3[CH:8]=2)[CH:6]=[CH:5][CH:4]=[CH:3][CH:2]=1.[AlH4-].[Li+].C1([C:26]2[CH:31]=[CH:30][N:29]3N=N[C:34]([C:35]([O:37][CH3:38])=O)=[C:28]3[CH:27]=2)C=CC=CC=1.[CH2:39]1COC[CH2:40]1. Product: [CH3:38][O:37][C:35]1[CH:34]=[C:28]2[C:27]([C:26]([O:17][CH2:16][C:15]3[N:14]=[N:13][N:10]4[CH:11]=[CH:12][C:7]([C:1]5[CH:2]=[CH:3][CH:4]=[CH:5][CH:6]=5)=[CH:8][C:9]=34)=[CH:31][CH:30]=[N:29]2)=[CH:40][CH:39]=1. The catalyst class is: 25. (2) Product: [Br:8][C:7]1[C:2]2[N:3]([C:14]([CH3:20])=[CH:15][N:1]=2)[CH:4]=[C:5]([C:9]([O:11][CH3:12])=[O:10])[N:6]=1. The catalyst class is: 10. Reactant: [NH2:1][C:2]1[N:3]=[CH:4][C:5]([C:9]([O:11][CH3:12])=[O:10])=[N:6][C:7]=1[Br:8].Br[CH:14]([CH3:20])[CH:15](OC)OC.C1(C)C=CC(S(O)(=O)=O)=CC=1. (3) Reactant: [CH3:1][O:2][C:3]([C:5]1[N:6]=[C:7]2[C:23]([N:24]3[CH2:29][CH2:28][CH2:27][O:26][C:25]3=[O:30])=[CH:22][C:21](Br)=[CH:20][N:8]2[C:9](=[O:19])[C:10]=1[O:11][CH2:12][C:13]1[CH:18]=[CH:17][CH:16]=[CH:15][CH:14]=1)=[O:4].[CH3:32][N:33]1[CH2:38][CH2:37][NH:36][CH2:35][CH2:34]1.CC1(C)C2C(=C(P(C3C=CC=CC=3)C3C=CC=CC=3)C=CC=2)OC2C(P(C3C=CC=CC=3)C3C=CC=CC=3)=CC=CC1=2.C([O-])([O-])=O.[Cs+].[Cs+]. Product: [CH3:1][O:2][C:3]([C:5]1[N:6]=[C:7]2[C:23]([N:24]3[CH2:29][CH2:28][CH2:27][O:26][C:25]3=[O:30])=[CH:22][C:21]([N:36]3[CH2:37][CH2:38][N:33]([CH3:32])[CH2:34][CH2:35]3)=[CH:20][N:8]2[C:9](=[O:19])[C:10]=1[O:11][CH2:12][C:13]1[CH:18]=[CH:17][CH:16]=[CH:15][CH:14]=1)=[O:4]. The catalyst class is: 62. (4) Reactant: [CH2:1]([O:3][C:4]([C:6]1[O:7][C:8](=O)[C:9]2[CH:14]=[N:13][N:12]([CH3:15])[C:10]=2[N:11]=1)=[O:5])[CH3:2].C([O-])(=O)C.[NH4+:21].C(O)(=O)C. Product: [CH2:1]([O:3][C:4]([C:6]1[NH:21][C:8](=[O:7])[C:9]2[CH:14]=[N:13][N:12]([CH3:15])[C:10]=2[N:11]=1)=[O:5])[CH3:2]. The catalyst class is: 8. (5) Reactant: [C:1]([NH2:5])([CH3:4])([CH3:3])[CH3:2].[Br:6][C:7]1[CH:8]=[CH:9][CH:10]=[C:11]2[C:16]=1[N:15]=[C:14](Cl)[N:13]([CH2:18][CH3:19])[C:12]2=[O:20].C(Cl)Cl. Product: [Br:6][C:7]1[CH:8]=[CH:9][CH:10]=[C:11]2[C:16]=1[N:15]=[C:14]([NH:5][C:1]([CH3:4])([CH3:3])[CH3:2])[N:13]([CH2:18][CH3:19])[C:12]2=[O:20]. The catalyst class is: 6. (6) The catalyst class is: 1. Product: [Br:24][C:20]1[N:19]=[C:18]([CH2:17][N:8]2[C:9]3[C:14](=[CH:13][CH:12]=[CH:11][N:10]=3)[C:15](=[O:16])[C:6]([C:4](=[O:5])[C:31]3[CH:30]=[CH:29][C:28]([O:27][CH3:26])=[C:33]([O:34][CH3:35])[CH:32]=3)=[CH:7]2)[CH:23]=[CH:22][CH:21]=1. Reactant: CON(C)[C:4]([C:6]1[C:15](=[O:16])[C:14]2[C:9](=[N:10][CH:11]=[CH:12][CH:13]=2)[N:8]([CH2:17][C:18]2[CH:23]=[CH:22][CH:21]=[C:20]([Br:24])[N:19]=2)[CH:7]=1)=[O:5].[CH3:26][O:27][C:28]1[CH:29]=[C:30]([Mg]Br)[CH:31]=[CH:32][C:33]=1[O:34][CH3:35]. (7) Reactant: [F:1][C:2]1[CH:7]=[C:6]([F:8])[C:5]([C:9]2[CH:10]=[N:11][CH:12]=[N:13][CH:14]=2)=[CH:4][C:3]=1[C@@:15]([NH:27][C:28]([NH:30]C(=O)C1C=CC=CC=1)=[S:29])([CH2:17][C@H:18]([C:20]1[C:21]([CH3:26])=[N:22][O:23][C:24]=1[CH3:25])O)[CH3:16].Cl. Product: [F:1][C:2]1[CH:7]=[C:6]([F:8])[C:5]([C:9]2[CH:10]=[N:11][CH:12]=[N:13][CH:14]=2)=[CH:4][C:3]=1[C@:15]1([CH3:16])[CH2:17][C@@H:18]([C:20]2[C:21]([CH3:26])=[N:22][O:23][C:24]=2[CH3:25])[S:29][C:28]([NH2:30])=[N:27]1. The catalyst class is: 12.